From a dataset of Forward reaction prediction with 1.9M reactions from USPTO patents (1976-2016). Predict the product of the given reaction. Given the reactants [F:1][C:2]1[CH:7]=[CH:6][CH:5]=[C:4]([F:8])[C:3]=1[C:9]1[N:14]=[C:13]([C:15]([NH:17][C:18]2[CH:19]=[N:20][CH:21]=[CH:22][C:23]=2[C@H:24]2[CH2:29][C@@H:28]([NH:30]C(=O)OC(C)(C)C)[C@@H:27]([S:38]([CH3:41])(=[O:40])=[O:39])[C@@H:26]([CH3:42])[CH2:25]2)=[O:16])[CH:12]=[CH:11][C:10]=1[F:43].C(O)(C(F)(F)F)=O, predict the reaction product. The product is: [NH2:30][C@H:28]1[C@@H:27]([S:38]([CH3:41])(=[O:40])=[O:39])[C@@H:26]([CH3:42])[CH2:25][C@@H:24]([C:23]2[CH:22]=[CH:21][N:20]=[CH:19][C:18]=2[NH:17][C:15](=[O:16])[C:13]2[CH:12]=[CH:11][C:10]([F:43])=[C:9]([C:3]3[C:2]([F:1])=[CH:7][CH:6]=[CH:5][C:4]=3[F:8])[N:14]=2)[CH2:29]1.